Dataset: Forward reaction prediction with 1.9M reactions from USPTO patents (1976-2016). Task: Predict the product of the given reaction. Given the reactants [Cl:1][C:2]1[CH:7]=[CH:6][C:5]([CH:8]2[CH:12]([C:13]3[CH:18]=[CH:17][C:16]([Cl:19])=[CH:15][CH:14]=3)[NH:11][C:10]([C:20]3[C:21]([O:32][CH2:33][CH3:34])=[CH:22][C:23]([Cl:31])=[C:24]([S:26]([NH:29][CH3:30])(=[O:28])=[O:27])[CH:25]=3)=[N:9]2)=[CH:4][CH:3]=1.[C:35](Cl)([Cl:37])=[O:36].C(N(C(C)C)CC)(C)C, predict the reaction product. The product is: [Cl:31][C:23]1[C:24]([S:26](=[O:28])(=[O:27])[NH:29][CH3:30])=[CH:25][C:20]([C:10]2[N:9]([C:35]([Cl:37])=[O:36])[CH:8]([C:5]3[CH:6]=[CH:7][C:2]([Cl:1])=[CH:3][CH:4]=3)[CH:12]([C:13]3[CH:14]=[CH:15][C:16]([Cl:19])=[CH:17][CH:18]=3)[N:11]=2)=[C:21]([O:32][CH2:33][CH3:34])[CH:22]=1.